Dataset: In vitro SARS-CoV-2 activity screen of 1,480 approved drugs from Prestwick library. Task: Binary Classification. Given a drug SMILES string, predict its activity (active/inactive) in a high-throughput screening assay against a specified biological target. The molecule is CC(=O)NC[C@H]1CN(c2ccc(N3CCOCC3)c(F)c2)C(=O)O1. The result is 0 (inactive).